Dataset: Forward reaction prediction with 1.9M reactions from USPTO patents (1976-2016). Task: Predict the product of the given reaction. (1) Given the reactants [Cl:1][C:2]1[C:7]2[C:8](=[O:18])[N:9]([C:11]([O:13][C:14]([CH3:17])([CH3:16])[CH3:15])=[O:12])[CH2:10][C:6]=2[C:5]([F:19])=[C:4](F)[N:3]=1.[NH2:21][C@@H:22]1[CH2:27][CH2:26][O:25][CH2:24][C@@H:23]1[NH:28][C:29](=[O:35])[O:30][C:31]([CH3:34])([CH3:33])[CH3:32].CC(O)C.CN1CCOCC1, predict the reaction product. The product is: [C:31]([O:30][C:29]([NH:28][C@@H:23]1[C@H:22]([NH:21][C:4]2[N:3]=[C:2]([Cl:1])[C:7]3[C:8](=[O:18])[N:9]([C:11]([O:13][C:14]([CH3:17])([CH3:16])[CH3:15])=[O:12])[CH2:10][C:6]=3[C:5]=2[F:19])[CH2:27][CH2:26][O:25][CH2:24]1)=[O:35])([CH3:34])([CH3:32])[CH3:33]. (2) Given the reactants [CH:1]1([C:4]([N:6]2[CH2:10][CH2:9][C@@H:8]([CH2:11][NH:12][C:13]3[C:14]([NH2:20])=[CH:15][C:16]([F:19])=[CH:17][CH:18]=3)[CH2:7]2)=[O:5])[CH2:3][CH2:2]1.[Br:21][C:22]1[CH:29]=[CH:28][C:25]([CH:26]=O)=[CH:24][CH:23]=1, predict the reaction product. The product is: [Br:21][C:22]1[CH:29]=[CH:28][C:25]([C:26]2[N:12]([CH2:11][C@@H:8]3[CH2:9][CH2:10][N:6]([C:4]([CH:1]4[CH2:3][CH2:2]4)=[O:5])[CH2:7]3)[C:13]3[CH:18]=[CH:17][C:16]([F:19])=[CH:15][C:14]=3[N:20]=2)=[CH:24][CH:23]=1. (3) Given the reactants CN(C(ON1N=NC2C=CC=CC1=2)=[N+](C)C)C.F[P-](F)(F)(F)(F)F.C(N([CH2:30][CH3:31])CC)C.[CH3:32][C:33]1([CH3:44])[C:41]2[C:36](=[CH:37][C:38]([C:42]#[N:43])=[CH:39][CH:40]=2)[NH:35][CH2:34]1.CN([CH:48]=[O:49])C.[CH2:50](Cl)[Cl:51], predict the reaction product. The product is: [Cl:51][C@H:50]([CH2:30][CH3:31])[C:48]([N:35]1[C:36]2[C:41](=[CH:40][CH:39]=[C:38]([C:42]#[N:43])[CH:37]=2)[C:33]([CH3:44])([CH3:32])[CH2:34]1)=[O:49]. (4) The product is: [ClH:1].[Cl:1][C:2]1[CH:3]=[C:4]([CH:19]=[CH:20][C:21]=1[Cl:22])[O:5][CH:6]1[CH2:7][CH2:8][N:9]([CH2:12][CH2:13][CH2:14][C:15]([OH:17])=[O:16])[CH2:10][CH2:11]1. Given the reactants [Cl:1][C:2]1[CH:3]=[C:4]([CH:19]=[CH:20][C:21]=1[Cl:22])[O:5][CH:6]1[CH2:11][CH2:10][N:9]([CH2:12][CH2:13][CH2:14][C:15]([O:17]C)=[O:16])[CH2:8][CH2:7]1.CO, predict the reaction product. (5) Given the reactants [I:1][C:2]1[CH:7]=[CH:6][CH:5]=[CH:4][CH:3]=1.C(N(CC)CC)C.[CH2:15]([C:17]1[N:18]([CH2:31][C:32]#[CH:33])[C:19]2[C:28]3[CH:27]=[CH:26][CH:25]=[CH:24][C:23]=3[N:22]=[C:21]([NH2:29])[C:20]=2[N:30]=1)[CH3:16], predict the reaction product. The product is: [IH:1].[CH2:15]([C:17]1[N:18]([CH2:31][C:32]#[C:33][C:2]2[CH:7]=[CH:6][CH:5]=[CH:4][CH:3]=2)[C:19]2[C:28]3[CH:27]=[CH:26][CH:25]=[CH:24][C:23]=3[N:22]=[C:21]([NH2:29])[C:20]=2[N:30]=1)[CH3:16]. (6) Given the reactants I[C:2]1[C@@:6]2([CH3:21])[CH2:7][CH2:8][C@H:9]3[C@H:18]([C@@H:5]2[CH2:4][CH:3]=1)[CH2:17][CH:16]=[C:15]1[C@:10]3([CH3:20])[CH2:11][CH2:12][C:13](=[O:19])[NH:14]1.[C:22]([Si:24]([CH3:27])([CH3:26])[CH3:25])#[CH:23], predict the reaction product. The product is: [CH3:20][C@@:10]12[C@H:9]3[CH2:8][CH2:7][C@@:6]4([CH3:21])[C@H:5]([C@@H:18]3[CH2:17][CH:16]=[C:15]1[NH:14][C:13](=[O:19])[CH2:12][CH2:11]2)[CH2:4][CH:3]=[C:2]4[C:23]#[C:22][Si:24]([CH3:27])([CH3:26])[CH3:25].